Dataset: Forward reaction prediction with 1.9M reactions from USPTO patents (1976-2016). Task: Predict the product of the given reaction. (1) Given the reactants [C:1]([C:5]1[C:6]2[CH:12]([C:13]3[CH:18]=[CH:17][CH:16]=[CH:15][C:14]=3[O:19][CH3:20])[N:11]([C:21]3[CH:26]=[CH:25][C:24]([C:27]#[CH:28])=[CH:23][CH:22]=3)[C:10](=[O:29])[C:7]=2[NH:8][N:9]=1)([CH3:4])([CH3:3])[CH3:2].Cl[C:31](=[N:37][OH:38])[C:32]([O:34][CH2:35][CH3:36])=[O:33].C(N(CC)CC)C, predict the reaction product. The product is: [C:1]([C:5]1[C:6]2[CH:12]([C:13]3[CH:18]=[CH:17][CH:16]=[CH:15][C:14]=3[O:19][CH3:20])[N:11]([C:21]3[CH:26]=[CH:25][C:24]([C:27]4[O:38][N:37]=[C:31]([C:32]([O:34][CH2:35][CH3:36])=[O:33])[CH:28]=4)=[CH:23][CH:22]=3)[C:10](=[O:29])[C:7]=2[NH:8][N:9]=1)([CH3:4])([CH3:3])[CH3:2]. (2) Given the reactants Cl[C:2]1[C:3]2[C:4](=[N:8][N:9]([CH3:11])[CH:10]=2)[N:5]=[CH:6][CH:7]=1.[NH2:12][C:13]1[CH:18]=[C:17]([CH3:19])[CH:16]=[CH:15][C:14]=1[S:20][C:21]1[CH:26]=[CH:25][C:24]([NH:27][C:28](=[O:30])[CH3:29])=[CH:23][CH:22]=1.CC(C)([O-])C.[Na+], predict the reaction product. The product is: [CH3:19][C:17]1[CH:16]=[CH:15][C:14]([S:20][C:21]2[CH:22]=[CH:23][C:24]([NH:27][C:28](=[O:30])[CH3:29])=[CH:25][CH:26]=2)=[C:13]([NH:12][C:2]2[C:3]3[C:4](=[N:8][N:9]([CH3:11])[CH:10]=3)[N:5]=[CH:6][CH:7]=2)[CH:18]=1. (3) Given the reactants C(=O)([O-])[O-].[K+].[K+].[F:7][C:8]1[CH:32]=[CH:31][CH:30]=[CH:29][C:9]=1[O:10][C:11]1[N:16]=[CH:15][C:14]2[N:17]=[C:18]([C:20]3[CH:25]=[C:24]([CH3:26])[C:23]([OH:27])=[C:22]([CH3:28])[CH:21]=3)[O:19][C:13]=2[CH:12]=1.Br[CH2:34][C:35]([O:37][C:38]([CH3:41])([CH3:40])[CH3:39])=[O:36].O, predict the reaction product. The product is: [F:7][C:8]1[CH:32]=[CH:31][CH:30]=[CH:29][C:9]=1[O:10][C:11]1[N:16]=[CH:15][C:14]2[N:17]=[C:18]([C:20]3[CH:21]=[C:22]([CH3:28])[C:23]([O:27][CH2:34][C:35]([O:37][C:38]([CH3:41])([CH3:40])[CH3:39])=[O:36])=[C:24]([CH3:26])[CH:25]=3)[O:19][C:13]=2[CH:12]=1.